Dataset: Full USPTO retrosynthesis dataset with 1.9M reactions from patents (1976-2016). Task: Predict the reactants needed to synthesize the given product. (1) The reactants are: [NH2:1][C:2]1[CH:9]=[C:8]([NH:10][CH2:11][CH2:12][O:13][CH3:14])[C:5]([C:6]#[N:7])=[CH:4][N:3]=1.N1([C:20](N2C=NC=N2)=[O:21])C=NC=N1.[Si:27]([O:34][CH:35]([C:37]1[CH:38]=[C:39]2[C:44](=[N:45][C:46]=1[CH:47]([O:50][CH3:51])[O:48][CH3:49])[NH:43][CH2:42][CH2:41][CH2:40]2)[CH3:36])([C:30]([CH3:33])([CH3:32])[CH3:31])([CH3:29])[CH3:28]. Given the product [Si:27]([O:34][CH:35]([C:37]1[CH:38]=[C:39]2[C:44](=[N:45][C:46]=1[CH:47]([O:50][CH3:51])[O:48][CH3:49])[N:43]([C:20]([NH:1][C:2]1[CH:9]=[C:8]([NH:10][CH2:11][CH2:12][O:13][CH3:14])[C:5]([C:6]#[N:7])=[CH:4][N:3]=1)=[O:21])[CH2:42][CH2:41][CH2:40]2)[CH3:36])([C:30]([CH3:33])([CH3:32])[CH3:31])([CH3:29])[CH3:28], predict the reactants needed to synthesize it. (2) Given the product [Br:1][C:2]1[CH:7]=[CH:6][C:5]([CH2:8][C:9]([C:27]2[CH:32]=[CH:31][C:30]([F:33])=[C:29]([C:34]([F:37])([F:36])[F:35])[CH:28]=2)([C:13]2[CH:18]=[C:17]([O:19][C:20]([F:25])([F:24])[CH:21]([F:23])[F:22])[CH:16]=[C:15]([F:26])[CH:14]=2)[NH2:44])=[CH:4][CH:3]=1, predict the reactants needed to synthesize it. The reactants are: [Br:1][C:2]1[CH:7]=[CH:6][C:5]([CH2:8][C:9]([C:27]2[CH:32]=[CH:31][C:30]([F:33])=[C:29]([C:34]([F:37])([F:36])[F:35])[CH:28]=2)([C:13]2[CH:18]=[C:17]([O:19][C:20]([F:25])([F:24])[CH:21]([F:23])[F:22])[CH:16]=[C:15]([F:26])[CH:14]=2)C(O)=O)=[CH:4][CH:3]=1.ClC(OCC)=O.[N-:44]=[N+]=[N-].[Na+].CC([O-])(C)C.[K+].CC(O)(C)C. (3) The reactants are: [CH3:1][S:2]([CH2:5][C:6]1[CH:11]=[C:10]([NH:12]C(=O)C(F)(F)F)[CH:9]=[CH:8][C:7]=1[S:19](Cl)(=[O:21])=[O:20])(=[O:4])=[O:3].[NH2:23][C:24]1[CH:25]=[CH:26][C:27]2[CH2:31][O:30][B:29]([OH:32])[C:28]=2[CH:33]=1.N1C=CC=CC=1. Given the product [NH2:12][C:10]1[CH:9]=[CH:8][C:7]([S:19]([NH:23][C:24]2[CH:25]=[CH:26][C:27]3[CH2:31][O:30][B:29]([OH:32])[C:28]=3[CH:33]=2)(=[O:20])=[O:21])=[C:6]([CH2:5][S:2]([CH3:1])(=[O:3])=[O:4])[CH:11]=1, predict the reactants needed to synthesize it. (4) Given the product [NH2:8][C@H:9]([C:18]([O:20][CH3:21])=[O:19])[CH2:10][CH2:11][CH2:12][CH2:13][NH2:14], predict the reactants needed to synthesize it. The reactants are: C(OC([NH:8][C@H:9]([C:18]([OH:20])=[O:19])[CH2:10][CH2:11][CH2:12][CH2:13][NH:14]C(C)C)=O)(C)(C)C.[CH3:21][Si](C=[N+]=[N-])(C)C. (5) Given the product [F:1][C:2]1[CH:7]=[CH:6][C:5]([S:8][C:9]2[N:14]=[CH:13][C:12]([CH:15]([NH:25][S@@:23]([C:20]([CH3:22])([CH3:21])[CH3:19])=[O:24])[CH3:16])=[CH:11][C:10]=2[CH3:18])=[CH:4][CH:3]=1, predict the reactants needed to synthesize it. The reactants are: [F:1][C:2]1[CH:7]=[CH:6][C:5]([S:8][C:9]2[N:14]=[CH:13][C:12]([C:15](=O)[CH3:16])=[CH:11][C:10]=2[CH3:18])=[CH:4][CH:3]=1.[CH3:19][C:20]([S@:23]([NH2:25])=[O:24])([CH3:22])[CH3:21].